This data is from Full USPTO retrosynthesis dataset with 1.9M reactions from patents (1976-2016). The task is: Predict the reactants needed to synthesize the given product. (1) The reactants are: [CH3:1][C:2]1[C:3]([N:8]([CH2:26][O:27][CH2:28][CH2:29][O:30][CH3:31])[S:9]([C:12]2[S:13][C:14]([CH3:25])=[CH:15][C:16]=2[C:17]2[CH:22]=[CH:21][C:20](CO)=[CH:19][CH:18]=2)(=[O:11])=[O:10])=[N:4][O:5][C:6]=1[CH3:7].[CH2:32](N(C(C)C)C(C)C)C.[CH3:41][S:42](Cl)(=[O:44])=[O:43]. Given the product [CH3:1][C:2]1[C:3]([N:8]([CH2:26][O:27][CH2:28][CH2:29][O:30][CH3:31])[S:9]([C:12]2[S:13][C:14]([CH3:25])=[CH:15][C:16]=2[C:17]2[CH:18]=[CH:19][C:20]([S:42]([CH3:41])(=[O:44])=[O:43])=[CH:21][C:22]=2[CH3:32])(=[O:10])=[O:11])=[N:4][O:5][C:6]=1[CH3:7], predict the reactants needed to synthesize it. (2) Given the product [OH:32][CH2:31][C@H:12]1[O:11][C@@:10]2([CH2:48][CH2:47][C:46]3[C:41](=[CH:42][CH:43]=[C:44]([C:49]4[CH:54]=[CH:53][CH:52]=[C:51]([N+:55]([O-:57])=[O:56])[CH:50]=4)[CH:45]=3)[O:40]2)[C@@H:9]([OH:8])[C@@H:14]([OH:15])[C@@H:13]1[OH:23], predict the reactants needed to synthesize it. The reactants are: C([O:8][C@H:9]1[C@@H:14]([O:15]CC2C=CC=CC=2)[C@H:13]([O:23]CC2C=CC=CC=2)[C@@H:12]([CH2:31][O:32]CC2C=CC=CC=2)[O:11][C@:10]21[CH2:48][CH2:47][C:46]1[C:41](=[CH:42][CH:43]=[C:44]([C:49]3[CH:54]=[CH:53][CH:52]=[C:51]([N+:55]([O-:57])=[O:56])[CH:50]=3)[CH:45]=1)[O:40]2)C1C=CC=CC=1.CC1C=C(C)C(C)=C(C)C=1C.B(Cl)(Cl)Cl. (3) Given the product [NH2:2][CH2:1][C:3]1([NH:9][C:10](=[O:16])[O:11][C:12]([CH3:14])([CH3:13])[CH3:15])[CH2:4][CH2:5][O:6][CH2:7][CH2:8]1, predict the reactants needed to synthesize it. The reactants are: [C:1]([C:3]1([NH:9][C:10](=[O:16])[O:11][C:12]([CH3:15])([CH3:14])[CH3:13])[CH2:8][CH2:7][O:6][CH2:5][CH2:4]1)#[N:2]. (4) The reactants are: [NH2:1][C:2]1[CH:10]=[CH:9][C:8]([Cl:11])=[CH:7][C:3]=1[C:4]([NH2:6])=O.[Cl-:12].[CH3:13][N:14]1[CH2:19][CH2:18][NH:17][CH2:16][CH2:15]1. Given the product [Cl:11][C:8]1[CH:7]=[C:3]2[C:2](=[CH:10][CH:9]=1)[N:1]=[C:4]([C:3]1[CH:7]=[CH:8][C:9]([Cl:12])=[CH:10][CH:2]=1)[N:6]=[C:4]2[N:17]1[CH2:18][CH2:19][N:14]([CH3:13])[CH2:15][CH2:16]1, predict the reactants needed to synthesize it.